From a dataset of Reaction yield outcomes from USPTO patents with 853,638 reactions. Predict the reaction yield, written as a fraction of the theoretical maximum amount of product (1.0 means a 100% yield; for example, 0.34 means a 34% yield). (1) The reactants are [CH2:1](OC1C=CC=CC=1)[CH:2]=[CH:3][C:4]1[CH:9]=[CH:8][CH:7]=[CH:6][CH:5]=1.[CH2:17]([NH:24][CH:25]([CH2:31][C:32]1[CH:37]=[CH:36][CH:35]=[CH:34][CH:33]=1)[C:26]([O:28][CH2:29][CH3:30])=[O:27])[C:18]1[CH:23]=[CH:22][CH:21]=[CH:20][CH:19]=1. No catalyst specified. The product is [CH2:29]([O:28][C:26](=[O:27])[C@H:25]([CH2:31][C:32]1[CH:33]=[CH:34][CH:35]=[CH:36][CH:37]=1)[N:24]([CH2:17][C:18]1[CH:19]=[CH:20][CH:21]=[CH:22][CH:23]=1)[CH2:1]/[CH:2]=[CH:3]/[C:4]1[CH:9]=[CH:8][CH:7]=[CH:6][CH:5]=1)[CH3:30]. The yield is 0.950. (2) The reactants are [Cl:1][C:2]1[N:6]([C:7]2[CH:12]=[CH:11][C:10](B3OC(C)(C)C(C)(C)O3)=[CH:9][CH:8]=2)[C:5]([C:22]([O:24]CC)=O)=[C:4]([NH:27][C:28](=[O:32])[CH2:29][C:30]#[N:31])[CH:3]=1.Br[C:34]1[S:38][C:37]([S:39]([NH2:42])(=[O:41])=[O:40])=[CH:36][CH:35]=1.C(=O)([O-])[O-].[Cs+].[Cs+].O1CCOCC1. The catalyst is C1C=CC([P]([Pd]([P](C2C=CC=CC=2)(C2C=CC=CC=2)C2C=CC=CC=2)([P](C2C=CC=CC=2)(C2C=CC=CC=2)C2C=CC=CC=2)[P](C2C=CC=CC=2)(C2C=CC=CC=2)C2C=CC=CC=2)(C2C=CC=CC=2)C2C=CC=CC=2)=CC=1.CC#N.O. The product is [Cl:1][C:2]1[N:6]([C:7]2[CH:8]=[CH:9][C:10]([C:34]3[S:38][C:37]([S:39]([NH2:42])(=[O:41])=[O:40])=[CH:36][CH:35]=3)=[CH:11][CH:12]=2)[C:5]2[C:22]([OH:24])=[C:29]([C:30]#[N:31])[C:28](=[O:32])[NH:27][C:4]=2[CH:3]=1. The yield is 0.341. (3) The reactants are CO[C:3](=[O:24])[C:4]1[CH:9]=[CH:8][C:7]([O:10][CH2:11][C:12]2[C:13]([C:17]3[CH:22]=[CH:21][C:20]([F:23])=[CH:19][CH:18]=3)=[N:14][O:15][CH:16]=2)=[N:6][CH:5]=1.[NH2:25][CH:26]([CH2:29][OH:30])[CH2:27][OH:28]. No catalyst specified. The product is [F:23][C:20]1[CH:19]=[CH:18][C:17]([C:13]2[C:12]([CH2:11][O:10][C:7]3[CH:8]=[CH:9][C:4]([C:3]([NH:25][CH:26]([CH2:29][OH:30])[CH2:27][OH:28])=[O:24])=[CH:5][N:6]=3)=[CH:16][O:15][N:14]=2)=[CH:22][CH:21]=1. The yield is 0.490. (4) The reactants are [Cl:1][C:2]1[CH:7]=[CH:6][C:5]([C:8](=[O:18])[CH:9]([C:11]2[CH:16]=[CH:15][C:14]([Cl:17])=[CH:13][CH:12]=2)[OH:10])=[CH:4][CH:3]=1.[N+]([O-])(O)=O. The catalyst is O. The product is [Cl:1][C:2]1[CH:3]=[CH:4][C:5]([C:8](=[O:18])[C:9]([C:11]2[CH:16]=[CH:15][C:14]([Cl:17])=[CH:13][CH:12]=2)=[O:10])=[CH:6][CH:7]=1. The yield is 0.450.